From a dataset of Reaction yield outcomes from USPTO patents with 853,638 reactions. Predict the reaction yield, written as a fraction of the theoretical maximum amount of product (1.0 means a 100% yield; for example, 0.34 means a 34% yield). The reactants are [N+:1]([C:4]1[CH:14]=[CH:13][C:7]2[S:8][CH2:9][C:10](=[O:12])[NH:11][C:6]=2[CH:5]=1)([O-:3])=[O:2].Br[CH:16]([CH3:22])[C:17]([O:19][CH2:20][CH3:21])=[O:18].C([O-])([O-])=O.[K+].[K+]. The catalyst is CC(C)=O. The product is [N+:1]([C:4]1[CH:14]=[CH:13][C:7]2[S:8][CH2:9][C:10](=[O:12])[N:11]([CH:16]([CH3:22])[C:17]([O:19][CH2:20][CH3:21])=[O:18])[C:6]=2[CH:5]=1)([O-:3])=[O:2]. The yield is 0.500.